From a dataset of NCI-60 drug combinations with 297,098 pairs across 59 cell lines. Regression. Given two drug SMILES strings and cell line genomic features, predict the synergy score measuring deviation from expected non-interaction effect. (1) Drug 1: CCN(CC)CCNC(=O)C1=C(NC(=C1C)C=C2C3=C(C=CC(=C3)F)NC2=O)C. Drug 2: C1=NC2=C(N1)C(=S)N=CN2. Cell line: OVCAR-4. Synergy scores: CSS=33.7, Synergy_ZIP=-1.54, Synergy_Bliss=-0.605, Synergy_Loewe=-22.3, Synergy_HSA=0.249. (2) Drug 1: C1=NC2=C(N=C(N=C2N1C3C(C(C(O3)CO)O)F)Cl)N. Drug 2: CC1CCC2CC(C(=CC=CC=CC(CC(C(=O)C(C(C(=CC(C(=O)CC(OC(=O)C3CCCCN3C(=O)C(=O)C1(O2)O)C(C)CC4CCC(C(C4)OC)O)C)C)O)OC)C)C)C)OC. Cell line: MCF7. Synergy scores: CSS=-1.10, Synergy_ZIP=0.323, Synergy_Bliss=-1.81, Synergy_Loewe=-2.01, Synergy_HSA=-2.96. (3) Drug 1: C1=CN(C(=O)N=C1N)C2C(C(C(O2)CO)O)O.Cl. Drug 2: COC1=C2C(=CC3=C1OC=C3)C=CC(=O)O2. Cell line: NCI-H226. Synergy scores: CSS=-2.27, Synergy_ZIP=-0.577, Synergy_Bliss=-3.01, Synergy_Loewe=-5.16, Synergy_HSA=-4.01. (4) Drug 1: CCC1=CC2CC(C3=C(CN(C2)C1)C4=CC=CC=C4N3)(C5=C(C=C6C(=C5)C78CCN9C7C(C=CC9)(C(C(C8N6C)(C(=O)OC)O)OC(=O)C)CC)OC)C(=O)OC.C(C(C(=O)O)O)(C(=O)O)O. Drug 2: CC(C)CN1C=NC2=C1C3=CC=CC=C3N=C2N. Cell line: SF-295. Synergy scores: CSS=34.2, Synergy_ZIP=-4.80, Synergy_Bliss=-3.53, Synergy_Loewe=-14.8, Synergy_HSA=-2.80. (5) Drug 1: CC1=C(C=C(C=C1)C(=O)NC2=CC(=CC(=C2)C(F)(F)F)N3C=C(N=C3)C)NC4=NC=CC(=N4)C5=CN=CC=C5. Drug 2: CC12CCC3C(C1CCC2O)C(CC4=C3C=CC(=C4)O)CCCCCCCCCS(=O)CCCC(C(F)(F)F)(F)F. Cell line: UACC62. Synergy scores: CSS=3.13, Synergy_ZIP=-0.0215, Synergy_Bliss=1.61, Synergy_Loewe=0.00800, Synergy_HSA=0.117.